From a dataset of Reaction yield outcomes from USPTO patents with 853,638 reactions. Predict the reaction yield, written as a fraction of the theoretical maximum amount of product (1.0 means a 100% yield; for example, 0.34 means a 34% yield). (1) The catalyst is CO.O. The reactants are [CH:1]([C:3]1[CH:8]=[CH:7][CH:6]=[CH:5][C:4]=1[NH:9][S:10]([C:13]1[CH:18]=[CH:17][C:16]([C:19]([F:22])([F:21])[F:20])=[CH:15][CH:14]=1)(=[O:12])=[O:11])=[O:2].[OH-].[Na+].[CH3:25]OS(OC)(=O)=O. The product is [CH:1]([C:3]1[CH:8]=[CH:7][CH:6]=[CH:5][C:4]=1[N:9]([CH3:25])[S:10]([C:13]1[CH:18]=[CH:17][C:16]([C:19]([F:22])([F:20])[F:21])=[CH:15][CH:14]=1)(=[O:12])=[O:11])=[O:2]. The yield is 0.680. (2) The reactants are [CH:1]([O:4][C:5]1[C:17]([O:18][CH3:19])=[CH:16][CH:15]=[C:14]([C:20]#[C:21][CH3:22])[C:6]=1[NH:7][C:8](=O)[C:9](F)(F)F)([CH3:3])[CH3:2].[CH3:23][O:24][C:25]1[CH:26]=C(I)[CH:28]=[C:29]([O:33][CH3:34])[C:30]=1[O:31][CH3:32].C([O-])([O-])=[O:37].[K+].[K+]. No catalyst specified. The product is [CH:1]([O:4][C:5]1[C:17]([O:18][CH3:19])=[CH:16][CH:15]=[C:14]2[C:6]=1[NH:7][C:8]([CH3:9])=[C:20]2[C:21](=[O:37])[C:22]1[CH:26]=[C:25]([O:24][CH3:23])[C:30]([O:31][CH3:32])=[C:29]([O:33][CH3:34])[CH:28]=1)([CH3:3])[CH3:2]. The yield is 0.640. (3) The reactants are C(OC(=O)[NH:7][C:8]1[CH:13]=[CH:12][C:11]([N:14]2[CH2:19][CH2:18][O:17][CH2:16][CH2:15]2)=[CH:10][C:9]=1[Cl:20])(C)(C)C.FC(F)(F)C(O)=O. The catalyst is ClCCl. The product is [Cl:20][C:9]1[CH:10]=[C:11]([N:14]2[CH2:15][CH2:16][O:17][CH2:18][CH2:19]2)[CH:12]=[CH:13][C:8]=1[NH2:7]. The yield is 0.400. (4) The reactants are [C:1]([O:5][C:6](=[O:11])[NH:7][CH2:8][CH2:9][NH2:10])([CH3:4])([CH3:3])[CH3:2].[Cl:12][C:13]1[CH:20]=[CH:19][C:16]([CH:17]=O)=[CH:15][CH:14]=1.C(O[BH-](OC(=O)C)OC(=O)C)(=O)C.[Na+]. The catalyst is ClCCCl. The product is [C:1]([O:5][C:6](=[O:11])[NH:7][CH2:8][CH2:9][NH:10][CH2:17][C:16]1[CH:19]=[CH:20][C:13]([Cl:12])=[CH:14][CH:15]=1)([CH3:4])([CH3:2])[CH3:3]. The yield is 0.610.